From a dataset of Full USPTO retrosynthesis dataset with 1.9M reactions from patents (1976-2016). Predict the reactants needed to synthesize the given product. Given the product [Cl:18][C:19]1[N:24]=[C:23]([C:25]2[C:26]([C:27]3[C:36]4[C:31](=[CH:32][CH:33]=[CH:34][CH:35]=4)[N:30]=[CH:29][CH:28]=3)=[C:4]3[CH:5]=[CH:6][CH:7]=[CH:8][N:3]3[N:2]=2)[CH:22]=[CH:21][CH:20]=1, predict the reactants needed to synthesize it. The reactants are: [I-].[NH2:2][N+:3]1[CH:8]=[CH:7][CH:6]=[CH:5][CH:4]=1.C(N(CC)C(C)C)(C)C.[Cl:18][C:19]1[N:24]=[C:23]([C:25](=O)[CH2:26][C:27]2[C:36]3[C:31](=[CH:32][CH:33]=[CH:34][CH:35]=3)[N:30]=[CH:29][CH:28]=2)[CH:22]=[CH:21][CH:20]=1.